Predict the reactants needed to synthesize the given product. From a dataset of Full USPTO retrosynthesis dataset with 1.9M reactions from patents (1976-2016). (1) Given the product [Br:3][C:4]1[CH:10]=[C:9]([Br:11])[CH:8]=[CH:7][C:5]=1[NH:6][C:13]1[CH:14]=[CH:15][C:16]2[C:22](=[O:23])[C:21]3[CH:24]=[CH:25][CH:26]=[CH:27][C:20]=3[CH2:19][O:18][C:17]=2[CH:28]=1, predict the reactants needed to synthesize it. The reactants are: [H-].[Na+].[Br:3][C:4]1[CH:10]=[C:9]([Br:11])[CH:8]=[CH:7][C:5]=1[NH2:6].F[C:13]1[CH:14]=[CH:15][C:16]2[C:22](=[O:23])[C:21]3[CH:24]=[CH:25][CH:26]=[CH:27][C:20]=3[CH2:19][O:18][C:17]=2[CH:28]=1. (2) Given the product [C:1]([O:5][C:6]([N:8]1[CH2:13][CH2:12][C:11]2[O:14][N:15]=[C:16]([C:17]([N:32]3[CH2:31][CH2:30][N:29]([C:26]4[CH:25]=[CH:24][C:23]([C:21](=[O:22])[CH3:20])=[CH:28][CH:27]=4)[CH2:34][CH2:33]3)=[O:19])[C:10]=2[CH2:9]1)=[O:7])([CH3:2])([CH3:3])[CH3:4], predict the reactants needed to synthesize it. The reactants are: [C:1]([O:5][C:6]([N:8]1[CH2:13][CH2:12][C:11]2[O:14][N:15]=[C:16]([C:17]([OH:19])=O)[C:10]=2[CH2:9]1)=[O:7])([CH3:4])([CH3:3])[CH3:2].[CH3:20][C:21]([C:23]1[CH:28]=[CH:27][C:26]([N:29]2[CH2:34][CH2:33][NH:32][CH2:31][CH2:30]2)=[CH:25][CH:24]=1)=[O:22]. (3) Given the product [Cl:28][C:25]1[CH:26]=[CH:27][C:22]([O:21][CH2:20][C:19]([N:10]2[C:11]3[CH:18]=[CH:17][CH:16]=[CH:15][C:12]=3[CH2:13][N:14]3[C:5]([C:3]([NH:32][CH2:33][CH:34]([OH:35])[C:36]4[CH:41]=[CH:40][CH:39]=[CH:38][CH:37]=4)=[O:4])=[CH:6][CH:7]=[C:8]3[CH2:9]2)=[O:29])=[CH:23][CH:24]=1, predict the reactants needed to synthesize it. The reactants are: ClC(Cl)(Cl)[C:3]([C:5]1[N:14]2[C:8]([CH2:9][N:10]([C:19](=[O:29])[CH2:20][O:21][C:22]3[CH:27]=[CH:26][C:25]([Cl:28])=[CH:24][CH:23]=3)[C:11]3[CH:18]=[CH:17][CH:16]=[CH:15][C:12]=3[CH2:13]2)=[CH:7][CH:6]=1)=[O:4].[NH2:32][CH2:33][CH:34]([C:36]1[CH:41]=[CH:40][CH:39]=[CH:38][CH:37]=1)[OH:35]. (4) Given the product [C:1]1([CH3:20])[CH:2]=[CH:3][C:4]([S:7]([N:10]2[C:14]3=[N:15][CH:16]=[CH:17][CH:18]=[C:13]3[CH:12]=[C:11]2[O:19][S:32]([C:31]([F:44])([F:43])[F:30])(=[O:34])=[O:33])(=[O:9])=[O:8])=[CH:5][CH:6]=1, predict the reactants needed to synthesize it. The reactants are: [C:1]1([CH3:20])[CH:6]=[CH:5][C:4]([S:7]([N:10]2[C:14]3=[N:15][CH:16]=[CH:17][CH:18]=[C:13]3[CH2:12][C:11]2=[O:19])(=[O:9])=[O:8])=[CH:3][CH:2]=1.C(N(C(C)C)CC)(C)C.[F:30][C:31]([F:44])([F:43])[S:32](O[S:32]([C:31]([F:44])([F:43])[F:30])(=[O:34])=[O:33])(=[O:34])=[O:33].C(=O)(O)[O-].[Na+]. (5) Given the product [CH3:43][C@@H:42]1[CH2:41][CH2:40][CH2:39][N:38]([C:44](=[O:45])[C:46]2[CH:51]=[C:50]([CH3:52])[CH:49]=[CH:48][C:47]=2[N:53]2[N:57]=[CH:56][CH:55]=[N:54]2)[C@@H:37]1[CH2:36][NH:35][C:5]1[N:4]=[C:3]([C:23]#[N:24])[CH:2]=[CH:7][CH:6]=1, predict the reactants needed to synthesize it. The reactants are: C[C@@H:2]1[CH2:7][CH2:6][CH2:5][N:4](C(C2C=C(C)C=CC=2C2C=NN(C)C=2)=O)[C@@H:3]1[CH2:23][NH:24]C1C=CC(C(F)(F)F)=CN=1.[NH2:35][CH2:36][C@@H:37]1[C@H:42]([CH3:43])[CH2:41][CH2:40][CH2:39][N:38]1[C:44]([C:46]1[CH:51]=[C:50]([CH3:52])[CH:49]=[CH:48][C:47]=1[N:53]1[N:57]=[CH:56][CH:55]=[N:54]1)=[O:45].ClC1N=C(C#N)C=CC=1.